This data is from Catalyst prediction with 721,799 reactions and 888 catalyst types from USPTO. The task is: Predict which catalyst facilitates the given reaction. Reactant: [C:1]([CH:9]([CH2:15][C:16](=O)[C:17]1[CH:22]=[CH:21][CH:20]=[CH:19][CH:18]=1)[C:10]([O:12][CH2:13][CH3:14])=[O:11])(=O)[C:2]1[CH:7]=[CH:6][CH:5]=[CH:4][CH:3]=1.COC1C=CC(P2(SP(C3C=CC(OC)=CC=3)(=S)S2)=[S:33])=CC=1. Product: [C:2]1([C:1]2[S:33][C:16]([C:17]3[CH:22]=[CH:21][CH:20]=[CH:19][CH:18]=3)=[CH:15][C:9]=2[C:10]([O:12][CH2:13][CH3:14])=[O:11])[CH:7]=[CH:6][CH:5]=[CH:4][CH:3]=1. The catalyst class is: 11.